This data is from Full USPTO retrosynthesis dataset with 1.9M reactions from patents (1976-2016). The task is: Predict the reactants needed to synthesize the given product. (1) Given the product [N:17]1([CH:13]([NH:10][C:8](=[O:9])[CH2:7][C:1]2[CH:6]=[CH:5][CH:4]=[CH:3][CH:2]=2)[C:12]([CH3:16])([CH3:15])[CH3:11])[C:21]2[CH:22]=[CH:23][CH:24]=[CH:25][C:20]=2[N:19]=[N:18]1, predict the reactants needed to synthesize it. The reactants are: [C:1]1([CH2:7][C:8]([NH2:10])=[O:9])[CH:6]=[CH:5][CH:4]=[CH:3][CH:2]=1.[CH3:11][C:12]([CH3:16])([CH3:15])[CH:13]=O.[NH:17]1[C:21]2[CH:22]=[CH:23][CH:24]=[CH:25][C:20]=2[N:19]=[N:18]1. (2) Given the product [OH:76][C@@H:25]1[N:24]([C:22]([O:21][CH2:20][C:19]2[CH:77]=[CH:78][C:16]([NH:15][C:13](=[O:14])[C@H:12]([NH:11][C:9](=[O:10])[C@H:8]([NH2:7])[CH:80]([CH3:81])[CH3:82])[CH3:79])=[CH:17][CH:18]=2)=[O:23])[C:30]2[CH:31]=[C:32]([O:37][CH2:38][CH2:39][CH2:40][O:41][C:42]3[C:43]([O:67][CH3:68])=[CH:44][C:45]4[C:51](=[O:52])[N:50]5[CH:53]=[C:54](/[CH:56]=[CH:57]/[CH3:58])[CH2:55][C@H:49]5[CH:48]=[N:47][C:46]=4[CH:66]=3)[C:33]([O:35][CH3:36])=[CH:34][C:29]=2[C:28](=[O:69])[N:27]2[CH:70]=[C:71](/[CH:73]=[CH:74]/[CH3:75])[CH2:72][C@@H:26]12, predict the reactants needed to synthesize it. The reactants are: C(OC([NH:7][C@H:8]([CH:80]([CH3:82])[CH3:81])[C:9]([NH:11][C@H:12]([CH3:79])[C:13]([NH:15][C:16]1[CH:78]=[CH:77][C:19]([CH2:20][O:21][C:22]([N:24]2[C:30]3[CH:31]=[C:32]([O:37][CH2:38][CH2:39][CH2:40][O:41][C:42]4[C:43]([O:67][CH3:68])=[CH:44][C:45]5[C:51](=[O:52])[N:50]6[CH:53]=[C:54](/[CH:56]=[CH:57]/[CH3:58])[CH2:55][C@H:49]6[C@H:48](O)[N:47](C(OCC=C)=O)[C:46]=5[CH:66]=4)[C:33]([O:35][CH3:36])=[CH:34][C:29]=3[C:28](=[O:69])[N:27]3[CH:70]=[C:71](/[CH:73]=[CH:74]/[CH3:75])[CH2:72][C@H:26]3[C@@H:25]2[OH:76])=[O:23])=[CH:18][CH:17]=1)=[O:14])=[O:10])=O)C=C.N1CCCC1. (3) Given the product [CH3:16][O:15][C:14](=[O:17])[CH2:10][C:9]([C:6]1[CH:7]=[CH:8][C:3]([S:2][CH3:1])=[CH:4][CH:5]=1)=[O:11], predict the reactants needed to synthesize it. The reactants are: [CH3:1][S:2][C:3]1[CH:8]=[CH:7][C:6]([C:9](=[O:11])[CH3:10])=[CH:5][CH:4]=1.[H-].[Na+].[C:14](=O)([O:17]C)[O:15][CH3:16].C(O)(=O)C. (4) Given the product [Br:1][C:2]1[CH:7]=[CH:6][C:5]([O:8][CH:9]=[CH2:10])=[C:4]([Cl:12])[CH:3]=1, predict the reactants needed to synthesize it. The reactants are: [Br:1][C:2]1[CH:7]=[CH:6][C:5]([O:8][CH2:9][CH2:10]Cl)=[C:4]([Cl:12])[CH:3]=1.